From a dataset of NCI-60 drug combinations with 297,098 pairs across 59 cell lines. Regression. Given two drug SMILES strings and cell line genomic features, predict the synergy score measuring deviation from expected non-interaction effect. (1) Drug 1: CCC1(CC2CC(C3=C(CCN(C2)C1)C4=CC=CC=C4N3)(C5=C(C=C6C(=C5)C78CCN9C7C(C=CC9)(C(C(C8N6C=O)(C(=O)OC)O)OC(=O)C)CC)OC)C(=O)OC)O.OS(=O)(=O)O. Drug 2: CCN(CC)CCNC(=O)C1=C(NC(=C1C)C=C2C3=C(C=CC(=C3)F)NC2=O)C. Cell line: HOP-62. Synergy scores: CSS=20.6, Synergy_ZIP=9.45, Synergy_Bliss=14.4, Synergy_Loewe=7.22, Synergy_HSA=10.7. (2) Drug 1: CC1C(C(CC(O1)OC2CC(CC3=C2C(=C4C(=C3O)C(=O)C5=C(C4=O)C(=CC=C5)OC)O)(C(=O)CO)O)N)O.Cl. Drug 2: CN(C)N=NC1=C(NC=N1)C(=O)N. Cell line: SN12C. Synergy scores: CSS=12.5, Synergy_ZIP=-0.284, Synergy_Bliss=4.13, Synergy_Loewe=1.30, Synergy_HSA=0.490. (3) Drug 2: CC1=C2C(C(=O)C3(C(CC4C(C3C(C(C2(C)C)(CC1OC(=O)C(C(C5=CC=CC=C5)NC(=O)C6=CC=CC=C6)O)O)OC(=O)C7=CC=CC=C7)(CO4)OC(=O)C)O)C)OC(=O)C. Cell line: A498. Drug 1: C1CCC(CC1)NC(=O)N(CCCl)N=O. Synergy scores: CSS=14.7, Synergy_ZIP=-7.84, Synergy_Bliss=-2.01, Synergy_Loewe=-9.22, Synergy_HSA=-1.77. (4) Drug 1: CN(CC1=CN=C2C(=N1)C(=NC(=N2)N)N)C3=CC=C(C=C3)C(=O)NC(CCC(=O)O)C(=O)O. Drug 2: C1CN(CCN1C(=O)CCBr)C(=O)CCBr. Cell line: SF-539. Synergy scores: CSS=33.2, Synergy_ZIP=-6.02, Synergy_Bliss=-5.46, Synergy_Loewe=-6.85, Synergy_HSA=0.108. (5) Drug 1: CC1=CC2C(CCC3(C2CCC3(C(=O)C)OC(=O)C)C)C4(C1=CC(=O)CC4)C. Drug 2: CS(=O)(=O)CCNCC1=CC=C(O1)C2=CC3=C(C=C2)N=CN=C3NC4=CC(=C(C=C4)OCC5=CC(=CC=C5)F)Cl. Cell line: MDA-MB-231. Synergy scores: CSS=-9.09, Synergy_ZIP=8.22, Synergy_Bliss=3.75, Synergy_Loewe=-4.04, Synergy_HSA=-7.73. (6) Drug 1: C1=CN(C=N1)CC(O)(P(=O)(O)O)P(=O)(O)O. Drug 2: CC1C(C(CC(O1)OC2CC(CC3=C2C(=C4C(=C3O)C(=O)C5=C(C4=O)C(=CC=C5)OC)O)(C(=O)CO)O)N)O.Cl. Cell line: HCC-2998. Synergy scores: CSS=16.2, Synergy_ZIP=-1.40, Synergy_Bliss=-2.26, Synergy_Loewe=-22.7, Synergy_HSA=-4.23. (7) Drug 1: C1=CN(C=N1)CC(O)(P(=O)(O)O)P(=O)(O)O. Drug 2: C1CCC(C(C1)N)N.C(=O)(C(=O)[O-])[O-].[Pt+4]. Cell line: COLO 205. Synergy scores: CSS=38.6, Synergy_ZIP=3.85, Synergy_Bliss=2.22, Synergy_Loewe=-0.113, Synergy_HSA=5.66.